This data is from Reaction yield outcomes from USPTO patents with 853,638 reactions. The task is: Predict the reaction yield, written as a fraction of the theoretical maximum amount of product (1.0 means a 100% yield; for example, 0.34 means a 34% yield). The reactants are [CH3:1][O:2][C:3]1[CH:4]=[C:5]([C:11]2[C:22](=[O:23])[N:21]([CH3:24])[C:14]3[N:15]=[C:16](SC)[N:17]=[CH:18][C:13]=3[CH:12]=2)[CH:6]=[C:7]([O:9][CH3:10])[CH:8]=1.O[O:26][S:27]([O-:29])=O.[K+].S([O-])(O[O-])(=O)=O.[K+].[K+].CO.Cl[CH2:42]Cl. The catalyst is O.O.C(Cl)Cl. The product is [CH3:10][O:9][C:7]1[CH:6]=[C:5]([C:11]2[C:22](=[O:23])[N:21]([CH3:24])[C:14]3[N:15]=[C:16]([S:27]([CH3:42])(=[O:29])=[O:26])[N:17]=[CH:18][C:13]=3[CH:12]=2)[CH:4]=[C:3]([O:2][CH3:1])[CH:8]=1. The yield is 0.780.